Predict the product of the given reaction. From a dataset of Forward reaction prediction with 1.9M reactions from USPTO patents (1976-2016). (1) Given the reactants Br[C:2]1[CH:3]=[C:4]([F:13])[C:5]2[O:9][C:8]([F:11])([F:10])[O:7][C:6]=2[CH:12]=1.C(O[B:18]1[O:22][C:21]([CH3:24])([CH3:23])[C:20]([CH3:26])([CH3:25])[O:19]1)(C)C.[NH4+].[Cl-].Cl, predict the reaction product. The product is: [CH3:25][C:20]1([CH3:26])[C:21]([CH3:24])([CH3:23])[O:22][B:18]([C:2]2[CH:3]=[C:4]([F:13])[C:5]3[O:9][C:8]([F:11])([F:10])[O:7][C:6]=3[CH:12]=2)[O:19]1. (2) Given the reactants Br[C:2]1[NH:24][C:5]2[N:6]=[CH:7][N:8]=[C:9]([NH:10][C:11]3[CH:12]=[C:13]4[C:17](=[CH:18][C:19]=3[O:20][CH:21]([CH3:23])[CH3:22])[NH:16][N:15]=[CH:14]4)[C:4]=2[CH:3]=1.[CH3:25][C:26]1[CH:31]=[CH:30][C:29]([S:32]([O-:34])=[O:33])=[CH:28][CH:27]=1.[Na+], predict the reaction product. The product is: [CH3:25][C:26]1[CH:31]=[CH:30][C:29]([S:32]([C:2]2[NH:24][C:5]3[N:6]=[CH:7][N:8]=[C:9]([NH:10][C:11]4[CH:12]=[C:13]5[C:17](=[CH:18][C:19]=4[O:20][CH:21]([CH3:23])[CH3:22])[NH:16][N:15]=[CH:14]5)[C:4]=3[CH:3]=2)(=[O:34])=[O:33])=[CH:28][CH:27]=1. (3) Given the reactants C([O:8][C:9]1[CH:14]=[C:13]([O:15]CC2C=CC=CC=2)[C:12]([C:23]2[N:27]([CH2:28][CH2:29][CH2:30][O:31][CH3:32])[N:26]=[N:25][N:24]=2)=[CH:11][C:10]=1[C:33]1[CH:38]=[CH:37][CH:36]=[C:35]([C:39](O)=[O:40])[CH:34]=1)C1C=CC=CC=1.[CH3:42][N:43]([CH3:49])[CH2:44][CH2:45][CH2:46][NH:47][CH3:48], predict the reaction product. The product is: [CH3:42][N:43]([CH3:49])[CH2:44][CH2:45][CH2:46][N:47]([CH3:48])[C:39]([C:35]1[CH:34]=[C:33]([C:10]2[CH:11]=[C:12]([C:23]3[N:27]([CH2:28][CH2:29][CH2:30][O:31][CH3:32])[N:26]=[N:25][N:24]=3)[C:13]([OH:15])=[CH:14][C:9]=2[OH:8])[CH:38]=[CH:37][CH:36]=1)=[O:40].